Dataset: Forward reaction prediction with 1.9M reactions from USPTO patents (1976-2016). Task: Predict the product of the given reaction. (1) Given the reactants [OH:1][C:2]1[C:10]2[N:9]=[C:8]([C:11]3[S:12][CH:13]=[CH:14][CH:15]=3)[NH:7][C:6]=2[C:5]([C:16]([OH:18])=O)=[CH:4][CH:3]=1.CN(C(ON1N=[N:34][C:29]2C=[CH:31][CH:32]=[N:33][C:28]1=2)=[N+](C)C)C.F[P-](F)(F)(F)(F)F.CCN(C(C)C)C(C)C.N1(C(OC(C)(C)C)=O)CCNCC1, predict the reaction product. The product is: [OH:1][C:2]1[C:10]2[NH:9][C:8]([C:11]3[S:12][CH:13]=[CH:14][CH:15]=3)=[N:7][C:6]=2[C:5]([C:16]([N:33]2[CH2:28][CH2:29][NH:34][CH2:31][CH2:32]2)=[O:18])=[CH:4][CH:3]=1. (2) The product is: [CH3:18][C:19]1[C:25]([CH3:26])=[CH:24][CH:23]=[CH:22][C:20]=1[NH:21][C:4]1[C:5](=[O:17])[C:6](=[O:16])[C:7]=1[NH:8][C:9]1[CH:14]=[CH:13][CH:12]=[CH:11][C:10]=1[OH:15]. Given the reactants C(O[C:4]1[C:5](=[O:17])[C:6](=[O:16])[C:7]=1[NH:8][C:9]1[CH:14]=[CH:13][CH:12]=[CH:11][C:10]=1[OH:15])C.[CH3:18][C:19]1[C:25]([CH3:26])=[CH:24][CH:23]=[CH:22][C:20]=1[NH2:21], predict the reaction product. (3) Given the reactants [C:1]([C:4]1[CH:9]=[CH:8][CH:7]=[C:6]([CH3:10])[N:5]=1)(=O)[CH3:2].C([O-])(=O)C.[Na+].Cl.[NH2:17][OH:18], predict the reaction product. The product is: [CH3:10][C:6]1[N:5]=[C:4](/[C:1](=[N:17]/[OH:18])/[CH3:2])[CH:9]=[CH:8][CH:7]=1. (4) Given the reactants [Br:1][C:2]1[CH:3]=[CH:4][C:5](F)=[C:6]([CH:9]=1)[CH:7]=[O:8].[CH3:11][C:12]([SH:15])([CH3:14])[CH3:13].C([O-])([O-])=O.[K+].[K+].O, predict the reaction product. The product is: [Br:1][C:2]1[CH:3]=[CH:4][C:5]([S:15][C:12]([CH3:14])([CH3:13])[CH3:11])=[C:6]([CH:9]=1)[CH:7]=[O:8].